Dataset: Forward reaction prediction with 1.9M reactions from USPTO patents (1976-2016). Task: Predict the product of the given reaction. (1) Given the reactants [N+](C1C=CC(CO[C:10]([NH:12][C:13]2[CH:25]=[CH:24][C:16]3[S:17][C:18]4[CH:23]=[CH:22][CH:21]=[CH:20][C:19]=4[C:15]=3[CH:14]=2)=[O:11])=CC=1)([O-])=O.[CH3:28][NH:29][CH2:30][CH2:31][C:32]1[CH:37]=[CH:36][N:35]=[CH:34][CH:33]=1, predict the reaction product. The product is: [N:35]1[CH:36]=[CH:37][C:32]([CH2:31][CH2:30][N:29]([CH3:28])[C:10](=[O:11])[NH:12][C:13]2[CH:25]=[CH:24][C:16]3[S:17][C:18]4[CH:23]=[CH:22][CH:21]=[CH:20][C:19]=4[C:15]=3[CH:14]=2)=[CH:33][CH:34]=1. (2) The product is: [F:1][C:2]1[CH:7]=[CH:6][CH:5]=[C:4]([F:8])[C:3]=1[N:9]1[C:14]2[N:15]=[C:16]([NH:32][C:33]3[NH:37][N:36]=[N:35][N:34]=3)[N:17]=[C:18]([C:19]3[CH:24]=[CH:23][C:22]([F:25])=[CH:21][C:20]=3[CH3:26])[C:13]=2[CH:12]=[CH:11][C:10]1=[O:31]. Given the reactants [F:1][C:2]1[CH:7]=[CH:6][CH:5]=[C:4]([F:8])[C:3]=1[N:9]1[C:14]2[N:15]=[C:16](S(C)(=O)=O)[N:17]=[C:18]([C:19]3[CH:24]=[CH:23][C:22]([F:25])=[CH:21][C:20]=3[CH3:26])[C:13]=2[CH:12]=[CH:11][C:10]1=[O:31].[NH2:32][C:33]1[NH:37][N:36]=[N:35][N:34]=1, predict the reaction product. (3) Given the reactants [NH2:1][C:2]1[CH:7]=[CH:6][C:5]([SH:8])=[CH:4][CH:3]=1.[CH2:9](I)[CH3:10].C[O-].[Na+], predict the reaction product. The product is: [CH2:9]([S:8][C:5]1[CH:6]=[CH:7][C:2]([NH2:1])=[CH:3][CH:4]=1)[CH3:10]. (4) Given the reactants [Cl:1][C:2]1[CH:3]=[CH:4][C:5]([NH:8][C:9](=[O:41])[C:10]2[CH:15]=[CH:14][CH:13]=[C:12]([OH:16])[C:11]=2[NH:17][C:18](=[O:40])[C:19]2[CH:24]=[CH:23][C:22]([C:25]3[C:26](=[O:39])[N:27]([CH2:31][CH2:32][N:33]4[CH2:38][CH2:37][NH:36][CH2:35][CH2:34]4)[CH:28]=[CH:29][CH:30]=3)=[CH:21][CH:20]=2)=[N:6][CH:7]=1.[C:42](OC(=O)C)(=[O:44])[CH3:43], predict the reaction product. The product is: [ClH:1].[C:42]([N:36]1[CH2:35][CH2:34][N:33]([CH2:32][CH2:31][N:27]2[CH:28]=[CH:29][CH:30]=[C:25]([C:22]3[CH:23]=[CH:24][C:19]([C:18]([NH:17][C:11]4[C:12]([OH:16])=[CH:13][CH:14]=[CH:15][C:10]=4[C:9]([NH:8][C:5]4[CH:4]=[CH:3][C:2]([Cl:1])=[CH:7][N:6]=4)=[O:41])=[O:40])=[CH:20][CH:21]=3)[C:26]2=[O:39])[CH2:38][CH2:37]1)(=[O:44])[CH3:43].